From a dataset of Reaction yield outcomes from USPTO patents with 853,638 reactions. Predict the reaction yield, written as a fraction of the theoretical maximum amount of product (1.0 means a 100% yield; for example, 0.34 means a 34% yield). The reactants are [CH3:1][O:2][C:3]1[C:4](C(O)=O)=[CH:5][C:6]2[C:11]([CH:12]=1)=[CH:10][CH:9]=[CH:8][CH:7]=2.CC[N:18]([CH2:21]C)CC.C1C=CC(P(N=[N+]=[N-])(C2C=CC=CC=2)=[O:30])=CC=1.[CH2:40]([OH:47])[C:41]1[CH:46]=[CH:45][CH:44]=[CH:43][CH:42]=1. The catalyst is C1(C)C=CC=CC=1. The product is [C:21]([NH:18][C:5]1[C:6]2[C:11](=[CH:10][CH:9]=[CH:8][CH:7]=2)[CH:12]=[C:3]([O:2][CH3:1])[CH:4]=1)([O:47][CH2:40][C:41]1[CH:46]=[CH:45][CH:44]=[CH:43][CH:42]=1)=[O:30]. The yield is 1.00.